From a dataset of HIV replication inhibition screening data with 41,000+ compounds from the AIDS Antiviral Screen. Binary Classification. Given a drug SMILES string, predict its activity (active/inactive) in a high-throughput screening assay against a specified biological target. (1) The drug is COC(=O)C1(C)CCCC2(C)c3ccc(C(C)C)cc3C(=O)CC12. The result is 0 (inactive). (2) The compound is COC(=O)C(=NNC(C)(C)C)C(C(=O)OC)C(=O)C(=O)Nc1nc2ccc([N+](=O)[O-])cc2s1. The result is 0 (inactive). (3) The drug is COc1ccc(-n2sc3ncccc3c2=O)cc1. The result is 1 (active). (4) The molecule is CCNC(=S)NN=Cc1cc(OC)ccc1O. The result is 0 (inactive). (5) The compound is [O-][N+]1=Cc2ccc(O)c(O)c2[OH+][Cu-3]12[OH+]c1c(ccc(O)c1O)C=[N+]2[O-]. The result is 0 (inactive).